From a dataset of NCI-60 drug combinations with 297,098 pairs across 59 cell lines. Regression. Given two drug SMILES strings and cell line genomic features, predict the synergy score measuring deviation from expected non-interaction effect. Synergy scores: CSS=48.4, Synergy_ZIP=-2.52, Synergy_Bliss=-1.09, Synergy_Loewe=-8.78, Synergy_HSA=3.26. Drug 1: CC1=C(C(CCC1)(C)C)C=CC(=CC=CC(=CC(=O)O)C)C. Cell line: SK-MEL-2. Drug 2: CC1=C(N=C(N=C1N)C(CC(=O)N)NCC(C(=O)N)N)C(=O)NC(C(C2=CN=CN2)OC3C(C(C(C(O3)CO)O)O)OC4C(C(C(C(O4)CO)O)OC(=O)N)O)C(=O)NC(C)C(C(C)C(=O)NC(C(C)O)C(=O)NCCC5=NC(=CS5)C6=NC(=CS6)C(=O)NCCC[S+](C)C)O.